This data is from Catalyst prediction with 721,799 reactions and 888 catalyst types from USPTO. The task is: Predict which catalyst facilitates the given reaction. (1) Reactant: [NH2:1][C:2]1[CH:7]=[CH:6][C:5]([OH:8])=[CH:4][CH:3]=1.Cl[C:10]1[CH:15]=[CH:14][C:13]([CH3:16])=[CH:12][N:11]=1.C([O-])(O)=O.[Na+]. Product: [CH3:16][C:13]1[CH:14]=[CH:15][C:10]([NH:1][C:2]2[CH:7]=[CH:6][C:5]([OH:8])=[CH:4][CH:3]=2)=[N:11][CH:12]=1. The catalyst class is: 6. (2) Reactant: Cl.[O:2]1[CH:6]=[CH:5][N:4]=[C:3]1[C:7]([CH:9]1[CH2:14][CH2:13][NH:12][CH2:11][CH2:10]1)=[O:8].[CH:15]1[C:24]2[C:19](=[CH:20][CH:21]=[CH:22][CH:23]=2)[CH:18]=[CH:17][C:16]=1[S:25](Cl)(=[O:27])=[O:26].CCN(CC)CC. Product: [CH:15]1[C:24]2[C:19](=[CH:20][CH:21]=[CH:22][CH:23]=2)[CH:18]=[CH:17][C:16]=1[S:25]([N:12]1[CH2:13][CH2:14][CH:9]([C:7]([C:3]2[O:2][CH:6]=[CH:5][N:4]=2)=[O:8])[CH2:10][CH2:11]1)(=[O:26])=[O:27]. The catalyst class is: 2. (3) Reactant: [F:1][C:2]1[CH:3]=[C:4]([C:9]2[NH:20][C:12]3=[N:13][CH:14]=[C:15]([N+:17]([O-:19])=[O:18])[CH:16]=[C:11]3[N:10]=2)[CH:5]=[CH:6][C:7]=1F.[CH3:21][O:22][CH2:23][CH2:24][NH:25][CH2:26][CH2:27][O:28][CH3:29]. Product: [F:1][C:2]1[CH:3]=[C:4]([C:9]2[NH:20][C:12]3=[N:13][CH:14]=[C:15]([N+:17]([O-:19])=[O:18])[CH:16]=[C:11]3[N:10]=2)[CH:5]=[CH:6][C:7]=1[N:25]([CH2:26][CH2:27][O:28][CH3:29])[CH2:24][CH2:23][O:22][CH3:21]. The catalyst class is: 37. (4) The catalyst class is: 59. Reactant: Cl.[NH2:2][C@H:3]([CH2:10][C:11]1[CH:16]=[CH:15][C:14]([C:17]2[CH:22]=[CH:21][CH:20]=[C:19](Cl)[CH:18]=2)=[CH:13][CH:12]=1)[CH2:4][C:5]([O:7][CH2:8][CH3:9])=[O:6].[CH3:24][S:25]([NH:28][C:29]1[CH:37]=[CH:36][C:32]([C:33](O)=[O:34])=[CH:31][N:30]=1)(=[O:27])=[O:26].CN(C(ON1N=NC2C=CC=NC1=2)=[N+](C)C)C.F[P-](F)(F)(F)(F)F. Product: [C:14]1([C:17]2[CH:22]=[CH:21][CH:20]=[CH:19][CH:18]=2)[CH:15]=[CH:16][C:11]([CH2:10][C@@H:3]([NH:2][C:33](=[O:34])[C:32]2[CH:36]=[CH:37][C:29]([NH:28][S:25]([CH3:24])(=[O:27])=[O:26])=[N:30][CH:31]=2)[CH2:4][C:5]([O:7][CH2:8][CH3:9])=[O:6])=[CH:12][CH:13]=1. (5) Reactant: [CH:1]1([C:4]2[CH:9]=[CH:8][N:7]=[CH:6][C:5]=2[N:10]2[CH2:14][CH2:13][NH:12][C:11]2=[O:15])[CH2:3][CH2:2]1.Br[C:17]1[CH:22]=[CH:21][N:20]=[C:19]([O:23][CH3:24])[CH:18]=1.CN[C@@H]1CCCC[C@H]1NC.P([O-])([O-])([O-])=O.[K+].[K+].[K+]. Product: [CH:1]1([C:4]2[CH:9]=[CH:8][N:7]=[CH:6][C:5]=2[N:10]2[CH2:14][CH2:13][N:12]([C:17]3[CH:22]=[CH:21][N:20]=[C:19]([O:23][CH3:24])[CH:18]=3)[C:11]2=[O:15])[CH2:3][CH2:2]1. The catalyst class is: 246. (6) Reactant: [Br:1][C:2]1[CH:3]=[C:4](N)[CH:5]=[N:6][C:7]=1[Cl:8].F[B-](F)(F)F.[H+].N([O-])=O.[Na+].[C:20]([O:23]C(=O)C)(=[O:22])[CH3:21]. Product: [C:20]([O:23][C:4]1[CH:5]=[N:6][C:7]([Cl:8])=[C:2]([Br:1])[CH:3]=1)(=[O:22])[CH3:21]. The catalyst class is: 238. (7) Reactant: [Br:1][C:2]1[CH:7]=[CH:6][C:5]([C:8](=O)[CH2:9][N+:10]([O-:12])=[O:11])=[CH:4][CH:3]=1.Cl.[NH2:15][OH:16]. Product: [Br:1][C:2]1[CH:7]=[CH:6][C:5]([C:8](=[N:15][OH:16])[CH2:9][N+:10]([O-:12])=[O:11])=[CH:4][CH:3]=1. The catalyst class is: 8. (8) Reactant: [NH2:1][C:2]1[CH:7]=[CH:6][C:5]([Br:8])=[CH:4][C:3]=1[NH:9][CH2:10][CH2:11][NH:12][C:13](=[O:19])[O:14][C:15]([CH3:18])([CH3:17])[CH3:16].[CH:20](OCC)(OCC)OCC. Product: [Br:8][C:5]1[CH:6]=[CH:7][C:2]2[N:1]=[CH:20][N:9]([CH2:10][CH2:11][NH:12][C:13](=[O:19])[O:14][C:15]([CH3:16])([CH3:18])[CH3:17])[C:3]=2[CH:4]=1. The catalyst class is: 15.